This data is from Catalyst prediction with 721,799 reactions and 888 catalyst types from USPTO. The task is: Predict which catalyst facilitates the given reaction. (1) Reactant: [CH3:1][O:2][C:3](=[O:13])[C:4]1[CH:9]=[C:8]([O:10][CH3:11])[N:7]=[C:6](Cl)[CH:5]=1.C1(P([C:38]2[CH:43]=CC=CC=2)CCCCP(C2C=CC=CC=2)C2C=CC=CC=2)C=CC=CC=1.[CH2:44]([OH:46])C.C(N(CC)CC)C.CS(C)=[O:56]. Product: [CH3:1][O:2][C:3]([C:4]1[CH:9]=[C:8]([O:10][CH3:11])[N:7]=[C:6]([C:44]([O:46][CH2:43][CH3:38])=[O:56])[CH:5]=1)=[O:13]. The catalyst class is: 167. (2) Reactant: [NH2:1][C:2]1[C:10]([O:11][CH3:12])=[CH:9][CH:8]=[CH:7][C:3]=1[C:4](O)=[O:5].CC[N:15]=C=NCCCN(C)C.C1C=CC2N(O)N=NC=2C=1.CN1CCOCC1.N. Product: [NH2:1][C:2]1[C:10]([O:11][CH3:12])=[CH:9][CH:8]=[CH:7][C:3]=1[C:4]([NH2:15])=[O:5]. The catalyst class is: 20. (3) Reactant: C([O:4][C@@H:5]1[C@@H:10]([O:11]C(=O)C)[C@H:9]([O:15]C(=O)C)[C@@H:8]([CH2:19][O:20]C(=O)C)[O:7][C@H:6]1[O:24][C:25]1[C:29]([CH2:30][C:31]2[CH:36]=[CH:35][C:34](/[CH:37]=[CH:38]/[CH2:39][C:40]([OH:42])=O)=[CH:33][CH:32]=2)=[C:28]([CH:43]([CH3:45])[CH3:44])[NH:27][N:26]=1)(=O)C.Cl.NC[C:49]([NH2:51])=[O:50].O[N:53]1[C:57]2C=CC=CC=2N=N1.Cl.C(N=C=NCCCN(C)C)C. Product: [C:49]([N:53]([CH3:57])[C:40]([CH2:39]/[CH:38]=[CH:37]/[C:34]1[CH:35]=[CH:36][C:31]([CH2:30][C:29]2[C:25]([O:24][C@@H:6]3[O:7][C@H:8]([CH2:19][OH:20])[C@@H:9]([OH:15])[C@H:10]([OH:11])[C@H:5]3[OH:4])=[N:26][NH:27][C:28]=2[CH:43]([CH3:45])[CH3:44])=[CH:32][CH:33]=1)=[O:42])(=[O:50])[NH2:51]. The catalyst class is: 289. (4) Reactant: [Cl:1][C:2]1[CH:3]=[C:4]([CH2:8][O:9][C:10]2[CH:11]=[CH:12][C:13]([CH3:19])=[C:14]([CH:18]=2)[C:15](O)=[O:16])[CH:5]=[CH:6][CH:7]=1.C(Cl)(=O)C([Cl:23])=O. Product: [Cl:1][C:2]1[CH:3]=[C:4]([CH2:8][O:9][C:10]2[CH:11]=[CH:12][C:13]([CH3:19])=[C:14]([CH:18]=2)[C:15]([Cl:23])=[O:16])[CH:5]=[CH:6][CH:7]=1. The catalyst class is: 85.